This data is from Peptide-MHC class I binding affinity with 185,985 pairs from IEDB/IMGT. The task is: Regression. Given a peptide amino acid sequence and an MHC pseudo amino acid sequence, predict their binding affinity value. This is MHC class I binding data. (1) The peptide sequence is HGPAKSMEY. The MHC is HLA-A26:01 with pseudo-sequence HLA-A26:01. The binding affinity (normalized) is 0. (2) The peptide sequence is ILKEHVSRY. The MHC is HLA-B58:01 with pseudo-sequence HLA-B58:01. The binding affinity (normalized) is 0.0847.